From a dataset of Drug-target binding data from BindingDB using IC50 measurements. Regression. Given a target protein amino acid sequence and a drug SMILES string, predict the binding affinity score between them. We predict pIC50 (pIC50 = -log10(IC50 in M); higher means more potent). Dataset: bindingdb_ic50. (1) The drug is CCN(CCN(C)C)C(=O)CNCc1cc(C(=O)O)ccn1. The target protein sequence is MEAATTLHPGPRPALPLGGPGPLGEFLPPPECPVFEPSWEEFADPFAFIHKIRPIAEQTGICKVRPPPDWQPPFACDVDKLHFTPRIQRLNELEAQTRVKLNFLDQIAKYWELQGSTLKIPHVERKILDLFQLNKLVAEEGGFAVVCKDRKWTKIATKMGFAPGKAVGSHIRGHYERILNPYNLFLSGDSLRCLQKPNLTTDTKDKEYKPHDIPQRQSVQPSETCPPARRAKRMRAEAMNIKIEPEETTEARTHNLRRRMGCPTPKCENEKEMKSSIKQEPIERKDYIVENEKEKPKSRSKKATNAVDLYVCLLCGSGNDEDRLLLCDGCDDSYHTFCLIPPLHDVPKGDWRCPKCLAQECSKPQEAFGFEQAARDYTLRTFGEMADAFKSDYFNMPVHMVPTELVEKEFWRLVSTIEEDVTVEYGADIASKEFGSGFPVRDGKIKLSPEEEEYLDSGWNLNNMPVMEQSVLAHITADICGMKLPWLYVGMCFSSFCWHI.... The pIC50 is 5.7. (2) The target protein (Q9ET64) has sequence MKHNFSLRLRVFNLNCWDIPYLSKHRADRMKRLGDFLNLESFDLALLEEVWSEQDFQYLKQKLSLTYPDAHYFRSGIIGSGLCVFSRHPIQEIVQHVYTLNGYPYKFYHGDWFCGKAVGLLVLHLSGLVLNAYVTHLHAEYSRQKDIYFAHRVAQAWELAQFIHHTSKKANVVLLCGDLNMHPKDLGCCLLKEWTGLRDAFVETEDFKGSEDGCTMVPKNCYVSQQDLGPFPFGVRIDYVLYKAVSGFHICCKTLKTTTGCDPHNGTPFSDHEALMATLCVKHSPPQEDPCSAHGSAERSALISALREARTELGRGIAQARWWAALFGYVMILGLSLLVLLCVLAAGEEAREVAIMLWTPSVGLVLGAGAVYLFHKQEAKSLCRAQAEIQHVLTRTTETQDLGSEPHPTHCRQQEADRAEEK. The pIC50 is 5.5. The compound is CCCCCCCCCCCCC/C=C/[C@@H](O)[C@H](COC(=O)NCc1ccncc1)NC(=O)C(C)(C)C. (3) The small molecule is NC[C@H](O)C(=O)NC[C@H](N)[C@@H](O)c1ccc([N+](=O)[O-])cc1. The target protein (P15145) has sequence MAKGFYISKALGILGILLGVAAVATIIALSVVYAQEKNKNAEHVPQAPTSPTITTTAAITLDQSKPWNRYRLPTTLLPDSYNVTLRPYLTPNADGLYIFKGKSIVRLLCQEPTDVIIIHSKKLNYTTQGHMVVLRGVGDSQVPEIDRTELVELTEYLVVHLKGSLQPGHMYEMESEFQGELADDLAGFYRSEYMEGNVKKVLATTQMQSTDARKSFPCFDEPAMKATFNITLIHPNNLTALSNMPPKGSSTPLAEDPNWSVTEFETTPVMSTYLLAYIVSEFQSVNETAQNGVLIRIWARPNAIAEGHGMYALNVTGPILNFFANHYNTSYPLPKSDQIALPDFNAGAMENWGLVTYRENALLFDPQSSSISNKERVVTVIAHELAHQWFGNLVTLAWWNDLWLNEGFASYVEYLGADHAEPTWNLKDLIVPGDVYRVMAVDALASSHPLTTPAEEVNTPAQISEMFDSISYSKGASVIRMLSNFLTEDLFKEGLASYLH.... The pIC50 is 3.8.